This data is from CYP2D6 inhibition data for predicting drug metabolism from PubChem BioAssay. The task is: Regression/Classification. Given a drug SMILES string, predict its absorption, distribution, metabolism, or excretion properties. Task type varies by dataset: regression for continuous measurements (e.g., permeability, clearance, half-life) or binary classification for categorical outcomes (e.g., BBB penetration, CYP inhibition). Dataset: cyp2d6_veith. The drug is CO[C@@H]1COC(=O)[C@H](C)NC(=O)C/C=C\[C@@H](OC)[C@H](C)COC(=O)CCC[C@H]1C. The result is 0 (non-inhibitor).